From a dataset of Reaction yield outcomes from USPTO patents with 853,638 reactions. Predict the reaction yield, written as a fraction of the theoretical maximum amount of product (1.0 means a 100% yield; for example, 0.34 means a 34% yield). (1) The reactants are Cl[C:2]1[C:7]([CH:8]=[O:9])=[C:6]([Cl:10])[N:5]=[C:4]([S:11][CH3:12])[N:3]=1.[CH:13]1([NH2:19])[CH2:18][CH2:17][CH2:16][CH2:15][CH2:14]1. The catalyst is C(#N)C.O. The product is [Cl:10][C:6]1[C:7]([CH:8]=[O:9])=[C:2]([NH:19][CH:13]2[CH2:18][CH2:17][CH2:16][CH2:15][CH2:14]2)[N:3]=[C:4]([S:11][CH3:12])[N:5]=1. The yield is 0.990. (2) The reactants are [S:1]1[C:5]2[CH2:6][CH2:7][CH2:8][CH2:9][C:4]=2[N:3]=[C:2]1[C:10]1[CH:11]=[CH:12][C:13]([O:16][CH2:17][CH2:18][CH2:19][OH:20])=[N:14][CH:15]=1.C[O:22][C:23](=[O:36])[CH:24]([N:26]1[C:34]2[C:29](=[CH:30][C:31](O)=[CH:32][CH:33]=2)[CH:28]=[CH:27]1)[CH3:25].C1(P(C2C=CC=CC=2)C2C=CC=CC=2)C=CC=CC=1.N(C(N1CCCCC1)=O)=NC(N1CCCCC1)=O.[Li+].[OH-]. The catalyst is C(Cl)Cl. The product is [S:1]1[C:5]2[CH2:6][CH2:7][CH2:8][CH2:9][C:4]=2[N:3]=[C:2]1[C:10]1[CH:11]=[CH:12][C:13]([O:16][CH2:17][CH2:18][CH2:19][O:20][C:31]2[CH:30]=[C:29]3[C:34](=[CH:33][CH:32]=2)[N:26]([CH:24]([CH3:25])[C:23]([OH:36])=[O:22])[CH:27]=[CH:28]3)=[N:14][CH:15]=1. The yield is 0.0400.